Task: Binary Classification. Given a drug SMILES string, predict its activity (active/inactive) in a high-throughput screening assay against a specified biological target.. Dataset: Cav3 T-type calcium channel HTS with 100,875 compounds (1) The result is 0 (inactive). The compound is s1c2c(n(c(C(=O)NC3CCCCC3)c2)C)cc1. (2) The molecule is OC(=O)c1c(n(c2c1cccc2)CC)c1ccccc1. The result is 0 (inactive). (3) The molecule is S(c1n(CC)c(nn1)c1occc1)CC(OCC(=O)N1C(C(=O)Nc2c1cccc2)(C)C)=O. The result is 0 (inactive). (4) The compound is O=C(N(Cc1ccccc1)Cc1ccccc1)Cc1c(O)c2c([nH]c1=O)cccc2. The result is 0 (inactive).